From a dataset of Peptide-MHC class I binding affinity with 185,985 pairs from IEDB/IMGT. Regression. Given a peptide amino acid sequence and an MHC pseudo amino acid sequence, predict their binding affinity value. This is MHC class I binding data. (1) The peptide sequence is SSCSSCPLSKI. The MHC is HLA-B07:02 with pseudo-sequence HLA-B07:02. The binding affinity (normalized) is 0. (2) The peptide sequence is VYTNAIQYV. The MHC is HLA-C04:01 with pseudo-sequence HLA-C04:01. The binding affinity (normalized) is 0.293.